Dataset: Forward reaction prediction with 1.9M reactions from USPTO patents (1976-2016). Task: Predict the product of the given reaction. (1) Given the reactants [OH-].[Na+].[CH3:3][O:4][C:5]1[CH:6]=[C:7]([CH:30]=[CH:31][C:32]=1[N:33]1[CH:37]=[C:36]([CH3:38])[N:35]=[CH:34]1)/[CH:8]=[C:9]1/[C:10](=[O:29])[N:11]2[C@@H:16]([CH2:17][CH2:18]/1)[CH2:15][CH2:14][CH2:13][C@H:12]2[C:19]1[CH:28]=[CH:27][C:22]([C:23]([O:25]C)=[O:24])=[CH:21][CH:20]=1.Cl, predict the reaction product. The product is: [CH3:3][O:4][C:5]1[CH:6]=[C:7]([CH:30]=[CH:31][C:32]=1[N:33]1[CH:37]=[C:36]([CH3:38])[N:35]=[CH:34]1)/[CH:8]=[C:9]1/[C:10](=[O:29])[N:11]2[C@@H:16]([CH2:17][CH2:18]/1)[CH2:15][CH2:14][CH2:13][C@H:12]2[C:19]1[CH:28]=[CH:27][C:22]([C:23]([OH:25])=[O:24])=[CH:21][CH:20]=1. (2) Given the reactants [CH3:1][N:2]1[N:6]=[N:5][C:4]([C@H:7]2[CH2:12][C@H:11]([C:13]3[O:17][NH:16][C:15](=[O:18])[CH:14]=3)[CH2:10][CH2:9][N:8]2C(OCC2C=CC=CC=2)=O)=[N:3]1.Br, predict the reaction product. The product is: [CH3:1][N:2]1[N:6]=[N:5][C:4]([C@H:7]2[CH2:12][C@H:11]([C:13]3[O:17][NH:16][C:15](=[O:18])[CH:14]=3)[CH2:10][CH2:9][NH:8]2)=[N:3]1.